This data is from Full USPTO retrosynthesis dataset with 1.9M reactions from patents (1976-2016). The task is: Predict the reactants needed to synthesize the given product. (1) Given the product [CH:1]([C:4]1[CH:9]=[CH:8][CH:7]=[C:6]([C:10]2[CH:15]=[CH:14][CH:13]=[CH:12][CH:11]=2)[C:5]=1[OH:16])([CH3:3])[CH3:2], predict the reactants needed to synthesize it. The reactants are: [CH:1]([C:4]1[CH:9]=[CH:8][CH:7]=[C:6]([C:10]2[CH:15]=[CH:14][CH:13]=[CH:12][CH:11]=2)[C:5]=1[O:16]C)([CH3:3])[CH3:2].O. (2) The reactants are: [C:1]([O:5][PH:6]([CH2:8][CH:9]([CH2:17][CH2:18][C:19]([O:21][C:22]([CH3:25])([CH3:24])[CH3:23])=[O:20])[C:10]([O:12][C:13]([CH3:16])([CH3:15])[CH3:14])=[O:11])=[O:7])([CH3:4])([CH3:3])[CH3:2].[C:26]([O:31][CH2:32][C:33]1[CH:38]=[CH:37][CH:36]=[CH:35][CH:34]=1)(=[O:30])[C:27]([CH3:29])=[CH2:28].[H-].[Na+].O. Given the product [CH2:32]([O:31][C:26]([CH:27]([CH3:29])[CH2:28][P:6]([CH2:8][CH:9]([CH2:17][CH2:18][C:19]([O:21][C:22]([CH3:25])([CH3:24])[CH3:23])=[O:20])[C:10]([O:12][C:13]([CH3:14])([CH3:15])[CH3:16])=[O:11])([O:5][C:1]([CH3:4])([CH3:2])[CH3:3])=[O:7])=[O:30])[C:33]1[CH:38]=[CH:37][CH:36]=[CH:35][CH:34]=1, predict the reactants needed to synthesize it. (3) Given the product [CH:13]([C:16]1[NH:20][N:19]=[C:18]([NH:21][C:22]2[C:23]3[CH2:39][CH2:38][CH2:37][C:24]=3[N:25]=[C:26]([N:28]3[CH2:32][CH2:31][CH2:30][C@H:29]3[C:33]([NH:7][C:3]3[CH:2]=[N:1][CH:6]=[CH:5][CH:4]=3)=[O:34])[N:27]=2)[CH:17]=1)([CH3:15])[CH3:14], predict the reactants needed to synthesize it. The reactants are: [N:1]1[CH:6]=[CH:5][CH:4]=[C:3]([NH2:7])[CH:2]=1.C([Mg]Cl)(C)C.[CH:13]([C:16]1[NH:20][N:19]=[C:18]([NH:21][C:22]2[C:23]3[CH2:39][CH2:38][CH2:37][C:24]=3[N:25]=[C:26]([N:28]3[CH2:32][CH2:31][CH2:30][C@H:29]3[C:33](OC)=[O:34])[N:27]=2)[CH:17]=1)([CH3:15])[CH3:14]. (4) Given the product [N:12]1[NH:2][CH:4]=[C:5]2[CH2:6][O:7][CH2:8][CH2:9][C:10]=12, predict the reactants needed to synthesize it. The reactants are: C[N:2](/[CH:4]=[C:5]1/[CH2:6][O:7][CH2:8][CH2:9][C:10]/1=O)C.[NH2:12]N. (5) Given the product [NH2:12][C:7]1[C:8]([C:10]#[N:11])=[N:9][C:4]([O:3][CH2:1][CH3:2])=[CH:5][CH:6]=1, predict the reactants needed to synthesize it. The reactants are: [CH2:1]([O:3][C:4]1[N:9]=[C:8]([C:10]#[N:11])[C:7]([N+:12]([O-])=O)=[CH:6][CH:5]=1)[CH3:2]. (6) Given the product [CH2:18]([O:17][C:9]1[CH:8]=[C:7]([CH:5]([CH3:6])[C:4]([OH:25])=[O:3])[CH:12]=[C:11]([C:13]([F:15])([F:16])[F:14])[CH:10]=1)[C:19]1[CH:20]=[CH:21][CH:22]=[CH:23][CH:24]=1, predict the reactants needed to synthesize it. The reactants are: C([O:3][C:4](=[O:25])[CH:5]([C:7]1[CH:12]=[C:11]([C:13]([F:16])([F:15])[F:14])[CH:10]=[C:9]([O:17][CH2:18][C:19]2[CH:24]=[CH:23][CH:22]=[CH:21][CH:20]=2)[CH:8]=1)[CH3:6])C.CO.[Li+].[OH-].Cl.